This data is from Forward reaction prediction with 1.9M reactions from USPTO patents (1976-2016). The task is: Predict the product of the given reaction. (1) Given the reactants [S:1]1[CH:5]=[CH:4][N:3]=[CH:2]1.Br[C:7]1[CH:12]=[CH:11][C:10]([O:13][CH3:14])=[CH:9][CH:8]=1, predict the reaction product. The product is: [CH3:14][O:13][C:10]1[CH:11]=[CH:12][C:7]([C:2]2[S:1][CH:5]=[CH:4][N:3]=2)=[CH:8][CH:9]=1. (2) The product is: [F:3][C:4]1[CH:5]=[C:6]([CH:7]=[CH:8][CH:9]=1)[O:10][CH2:12][CH2:13][CH2:14][OH:15]. Given the reactants [H-].[Na+].[F:3][C:4]1[CH:5]=[C:6]([OH:10])[CH:7]=[CH:8][CH:9]=1.Cl[CH2:12][CH2:13][CH2:14][OH:15], predict the reaction product.